This data is from Full USPTO retrosynthesis dataset with 1.9M reactions from patents (1976-2016). The task is: Predict the reactants needed to synthesize the given product. (1) Given the product [Cl:1][C:2]1[N:7]=[N:6][C:5]([C:8]([NH2:23])=[O:9])=[C:4]([NH:12][C:13]2[CH:18]=[CH:17][C:16]([S:19]([CH3:22])(=[O:21])=[O:20])=[CH:15][N:14]=2)[CH:3]=1, predict the reactants needed to synthesize it. The reactants are: [Cl:1][C:2]1[N:7]=[N:6][C:5]([C:8](OC)=[O:9])=[C:4]([NH:12][C:13]2[CH:18]=[CH:17][C:16]([S:19]([CH3:22])(=[O:21])=[O:20])=[CH:15][N:14]=2)[CH:3]=1.[NH3:23]. (2) Given the product [C:1]([CH:3]1[CH2:6][N:5]([C:7](=[O:42])[C@H:8]([NH:10][C:11]([C:13]2[C:21]3[C:16](=[N:17][CH:18]=[C:19]([C:22]4[CH:27]=[CH:26][CH:25]=[C:24]([C:28](=[O:33])[NH:29][CH:30]([CH3:31])[CH3:32])[CH:23]=4)[N:20]=3)[NH:15][CH:14]=2)=[O:12])[CH3:9])[CH2:4]1)#[N:2], predict the reactants needed to synthesize it. The reactants are: [C:1]([CH:3]1[CH2:6][N:5]([C:7](=[O:42])[C@H:8]([NH:10][C:11]([C:13]2[C:21]3[C:16](=[N:17][CH:18]=[C:19]([C:22]4[CH:27]=[CH:26][CH:25]=[C:24]([C:28](=[O:33])[NH:29][CH:30]([CH3:32])[CH3:31])[CH:23]=4)[N:20]=3)[N:15](COCC[Si](C)(C)C)[CH:14]=2)=[O:12])[CH3:9])[CH2:4]1)#[N:2].C(O)(C(F)(F)F)=O. (3) Given the product [C:1]([C:3]1[CH:4]=[C:5]([C:19]2[CH:24]=[CH:23][CH:22]=[CH:21][C:20]=2[O:25][CH3:26])[CH:6]=[C:7]2[C:8]=1[NH:9][C:10]1[CH:11]=[CH:12][C:13]([C:14]([OH:16])=[O:15])=[CH:17][C:18]2=1)(=[O:29])[NH2:2], predict the reactants needed to synthesize it. The reactants are: [C:1]([C:3]1[CH:4]=[C:5]([C:19]2[CH:24]=[CH:23][CH:22]=[CH:21][C:20]=2[O:25][CH3:26])[CH:6]=[CH:7][C:8]=1[NH:9][C:10]1[CH:18]=[CH:17][C:13]([C:14]([OH:16])=[O:15])=[CH:12][CH:11]=1)#[N:2].C(O)(=[O:29])C. (4) Given the product [F:1][C:2]1[CH:7]=[CH:6][C:5]([N:8]2[C:16]3[CH2:15][C@H:14]4[CH2:17][CH2:18][C@H:19]5[C:24]([C@@:13]4([CH3:37])[CH2:12][C:11]=3[CH:10]=[N:9]2)=[CH:23][CH2:22][C@@H:21]([C:25]([O:27][CH3:28])=[O:26])[C@@:20]5([C:33]([F:35])([F:34])[F:36])[C:29]([O:31][CH3:32])=[O:30])=[CH:4][CH:3]=1.[F:38][C:39]1[CH:44]=[CH:43][C:42]([N:45]2[C:53]3[CH2:52][C@H:51]4[CH2:54][CH2:55][C@H:56]5[C:61]([C@@:50]4([CH3:74])[CH2:49][C:48]=3[CH:47]=[N:46]2)=[CH:60][CH2:59][C@@:58]([C:66]([F:69])([F:68])[F:67])([C:62]([O:64][CH3:65])=[O:63])[C@H:57]5[C:70]([O:72][CH3:73])=[O:71])=[CH:41][CH:40]=1, predict the reactants needed to synthesize it. The reactants are: [F:1][C:2]1[CH:7]=[CH:6][C:5]([N:8]2[C:16]3[CH:15]=[C:14]4[CH2:17][CH2:18][C@H:19]5[C:24]([C@@:13]4([CH3:37])[CH2:12][C:11]=3[CH:10]=[N:9]2)=[CH:23][CH2:22][C@@H:21]([C:25]([O:27][CH3:28])=[O:26])[C@@:20]5([C:33]([F:36])([F:35])[F:34])[C:29]([O:31][CH3:32])=[O:30])=[CH:4][CH:3]=1.[F:38][C:39]1[CH:44]=[CH:43][C:42]([N:45]2[C:53]3[CH:52]=[C:51]4[CH2:54][CH2:55][C@H:56]5[C:61]([C@@:50]4([CH3:74])[CH2:49][C:48]=3[CH:47]=[N:46]2)=[CH:60][CH2:59][C@@:58]([C:66]([F:69])([F:68])[F:67])([C:62]([O:64][CH3:65])=[O:63])[C@H:57]5[C:70]([O:72][CH3:73])=[O:71])=[CH:41][CH:40]=1. (5) Given the product [Br:21][CH2:1][C:2]1[O:3][C:4](=[O:8])[O:5][C:6]=1[CH3:7], predict the reactants needed to synthesize it. The reactants are: [CH3:1][C:2]1[O:3][C:4](=[O:8])[O:5][C:6]=1[CH3:7].N(C(C)(C)C#N)=NC(C)(C)C#N.[Br:21]N1C(=O)CCC1=O.C1C(=O)N(Br)C(=O)C1.